This data is from Catalyst prediction with 721,799 reactions and 888 catalyst types from USPTO. The task is: Predict which catalyst facilitates the given reaction. (1) Reactant: [CH3:1][N:2]1[CH2:8][C@@H:7]2[C@H:3]1[CH2:4][N:5]([C:9]1[CH:10]=[C:11]([C:15]3[CH:23]=[C:22]4[C:18]([CH:19]=[CH:20][NH:21]4)=[CH:17][CH:16]=3)[CH:12]=[N:13][CH:14]=1)[CH2:6]2.[CH3:24][C:25]1[CH:26]=[CH:27][C:28]([S:31]([OH:34])(=[O:33])=[O:32])=[CH:29][CH:30]=1.O. Product: [S:31]([C:28]1[CH:29]=[CH:30][C:25]([CH3:24])=[CH:26][CH:27]=1)([OH:34])(=[O:33])=[O:32].[CH3:1][N:2]1[CH2:8][C@@H:7]2[C@H:3]1[CH2:4][N:5]([C:9]1[CH:10]=[C:11]([C:15]3[CH:23]=[C:22]4[C:18]([CH:19]=[CH:20][NH:21]4)=[CH:17][CH:16]=3)[CH:12]=[N:13][CH:14]=1)[CH2:6]2. The catalyst class is: 871. (2) Reactant: [NH2:1][C@H:2]([C:4]([OH:6])=O)C.[OH-].[Na+].[C:9](Cl)(=[O:23])[CH2:10]CCCCCCCCCCCC.[C:25]([NH:40][C@H:41]([C:43]([OH:45])=[O:44])[CH3:42])(=[O:39])[CH2:26][CH2:27][CH2:28][CH2:29][CH2:30][CH2:31][CH2:32][CH2:33][CH2:34][CH2:35][CH2:36][CH2:37][CH3:38].S(=O)(=O)(O)O. Product: [N:1]([CH2:2][CH2:4][OH:6])([CH2:10][CH2:9][OH:23])[CH2:26][CH2:25][OH:39].[C:25]([NH:40][C@H:41]([C:43]([OH:45])=[O:44])[CH3:42])(=[O:39])[CH2:26][CH2:27][CH2:28][CH2:29][CH2:30][CH2:31][CH2:32][CH2:33][CH2:34][CH2:35][CH2:36][CH2:37][CH3:38]. The catalyst class is: 878. (3) Reactant: [OH:1][CH2:2][C:3]1[CH:8]=[CH:7][C:6]([N:9]2[C:13]([NH:14][C:15]([NH:17][C:18]3[C:27]4[C:22](=[CH:23][CH:24]=[CH:25][CH:26]=4)[CH:21]=[CH:20][CH:19]=3)=[O:16])=[CH:12][C:11]([CH:28]([CH3:30])[CH3:29])=[N:10]2)=[CH:5][CH:4]=1.[CH2:31](Cl)Cl. Product: [C:28]([C:11]1[CH:12]=[C:13]([NH:14][C:15]([NH:17][C:18]2[C:27]3[C:22](=[CH:23][CH:24]=[CH:25][CH:26]=3)[CH:21]=[CH:20][CH:19]=2)=[O:16])[N:9]([C:6]2[CH:7]=[CH:8][C:3]([CH:2]=[O:1])=[CH:4][CH:5]=2)[N:10]=1)([CH3:31])([CH3:30])[CH3:29]. The catalyst class is: 697. (4) Reactant: [N:1]([CH:4]1[C@@H:8]2[CH2:9][N:10]([C:12]3[N:17]=[C:16]([C:18]4[O:22][C:21]([C:23]5[CH:28]=[CH:27][C:26]([CH2:29][N:30]([CH3:38])[C:31](=[O:37])[O:32][C:33]([CH3:36])([CH3:35])[CH3:34])=[CH:25][CH:24]=5)=[N:20][N:19]=4)[C:15]([N:39]([C:47]([O:49][C:50]([CH3:53])([CH3:52])[CH3:51])=[O:48])[C:40]([O:42][C:43]([CH3:46])([CH3:45])[CH3:44])=[O:41])=[N:14][CH:13]=3)[CH2:11][C@@H:7]2[CH2:6][CH2:5]1)=[N+]=[N-]. Product: [NH2:1][CH:4]1[C@@H:8]2[CH2:9][N:10]([C:12]3[N:17]=[C:16]([C:18]4[O:22][C:21]([C:23]5[CH:28]=[CH:27][C:26]([CH2:29][N:30]([CH3:38])[C:31](=[O:37])[O:32][C:33]([CH3:36])([CH3:35])[CH3:34])=[CH:25][CH:24]=5)=[N:20][N:19]=4)[C:15]([N:39]([C:40]([O:42][C:43]([CH3:46])([CH3:45])[CH3:44])=[O:41])[C:47]([O:49][C:50]([CH3:52])([CH3:51])[CH3:53])=[O:48])=[N:14][CH:13]=3)[CH2:11][C@@H:7]2[CH2:6][CH2:5]1. The catalyst class is: 45. (5) Reactant: [F:1][C:2]1[CH:7]=[CH:6][C:5](Br)=[CH:4][N:3]=1.C([Li])CCC.O=[C:15]1[CH2:20][CH2:19][N:18](C(OC(C)(C)C)=O)[CH2:17][CH2:16]1.O. Product: [F:1][C:2]1[N:3]=[CH:4][C:5]([CH:15]2[CH2:20][CH2:19][NH:18][CH2:17][CH2:16]2)=[CH:6][CH:7]=1. The catalyst class is: 27. (6) Reactant: [CH3:1][O:2][C:3]1[N:8]=[C:7]2[NH:9][C:10](=[O:25])[N:11]([CH:12]3[CH2:17][CH2:16][N:15](C(OC(C)(C)C)=O)[CH2:14][CH2:13]3)[C:6]2=[CH:5][CH:4]=1.Cl. Product: [CH3:1][O:2][C:3]1[N:8]=[C:7]2[NH:9][C:10](=[O:25])[N:11]([CH:12]3[CH2:17][CH2:16][NH:15][CH2:14][CH2:13]3)[C:6]2=[CH:5][CH:4]=1. The catalyst class is: 275. (7) Reactant: CO.[CH3:3][C:4]([CH3:6])=O.[ClH:7].Cl.Cl.[OH:10][C:11]1[CH:32]=[CH:31][C:14]([CH2:15][NH:16][C:17]([NH:19][C:20]([NH:22][CH2:23][CH2:24][CH2:25][CH2:26][CH2:27][CH2:28][CH2:29][CH3:30])=[NH:21])=[NH:18])=[CH:13][CH:12]=1. Product: [ClH:7].[CH2:23]([NH:22][C:20]1[NH:19][C:17]([NH:16][CH2:15][C:14]2[CH:13]=[CH:12][C:11]([OH:10])=[CH:32][CH:31]=2)=[N:18][C:4]([CH3:6])([CH3:3])[N:21]=1)[CH2:24][CH2:25][CH2:26][CH2:27][CH2:28][CH2:29][CH3:30]. The catalyst class is: 10. (8) Reactant: [C:9](O[C:9]([O:11][C:12]([CH3:15])([CH3:14])[CH3:13])=[O:10])([O:11][C:12]([CH3:15])([CH3:14])[CH3:13])=[O:10].[N:16]1([C:22]2[CH:27]=[CH:26][C:25]([OH:28])=[CH:24][CH:23]=2)[CH2:21][CH2:20][NH:19][CH2:18][CH2:17]1.C(N(CC)CC)C. Product: [C:12]([O:11][C:9]([N:19]1[CH2:18][CH2:17][N:16]([C:22]2[CH:23]=[CH:24][C:25]([OH:28])=[CH:26][CH:27]=2)[CH2:21][CH2:20]1)=[O:10])([CH3:13])([CH3:14])[CH3:15]. The catalyst class is: 4. (9) The catalyst class is: 58. Reactant: [Br:1][C:2]1[CH:3]=[C:4]([N+:9]([O-:11])=[O:10])[C:5](Cl)=[N:6][CH:7]=1.[CH3:12][O:13][CH2:14][CH2:15][CH2:16][NH2:17]. Product: [Br:1][C:2]1[CH:3]=[C:4]([N+:9]([O-:11])=[O:10])[C:5]([NH:17][CH2:16][CH2:15][CH2:14][O:13][CH3:12])=[N:6][CH:7]=1.